Dataset: Retrosynthesis with 50K atom-mapped reactions and 10 reaction types from USPTO. Task: Predict the reactants needed to synthesize the given product. (1) Given the product COc1cc2nccc(Oc3cc4ccccc4nc3-c3ccc(F)cc3)c2cc1OC, predict the reactants needed to synthesize it. The reactants are: COc1cc2nccc(Cl)c2cc1OC.Oc1cc2ccccc2nc1-c1ccc(F)cc1. (2) Given the product O=C1NC(=O)c2c1c(-c1cccc(O)c1)cc1[nH]c3ccc(O)cc3c21, predict the reactants needed to synthesize it. The reactants are: COc1cccc(-c2cc3[nH]c4ccc(O)cc4c3c3c2C(=O)NC3=O)c1. (3) Given the product COC(OC)C(C)C=CC=C(C)CCC=C(C)C, predict the reactants needed to synthesize it. The reactants are: CCOP(=O)(CC=C(C)CCC=C(C)C)OCC.COC(OC)C(C)C=O. (4) Given the product CCCOc1cc(C(F)(F)F)ccc1C=CC(=O)O, predict the reactants needed to synthesize it. The reactants are: CCCOc1cc(C(F)(F)F)ccc1C=CC(=O)OC. (5) Given the product CNC(=O)c1cc2c(nc(C)n2C)c2c1CCC(c1ccccc1)O2, predict the reactants needed to synthesize it. The reactants are: CN.Cc1nc2c3c(c(C(=O)O)cc2n1C)CCC(c1ccccc1)O3. (6) Given the product CCCCCCCOc1ccc(C(=O)O)cc1C(F)(F)F, predict the reactants needed to synthesize it. The reactants are: CCCCCCCO.O=C(O)c1ccc(F)c(C(F)(F)F)c1. (7) Given the product O=C1CSc2cc(-c3cccc([N+](=O)[O-])c3)ccc2N1, predict the reactants needed to synthesize it. The reactants are: O=C1CSc2cc(Br)ccc2N1.O=[N+]([O-])c1cccc(B(O)O)c1. (8) Given the product O=C(C1CCOCC1)N1CC=C(c2ccc(OCc3ccccc3)cc2)CC1, predict the reactants needed to synthesize it. The reactants are: C1=C(c2ccc(OCc3ccccc3)cc2)CCNC1.O=C(O)C1CCOCC1.